Dataset: Forward reaction prediction with 1.9M reactions from USPTO patents (1976-2016). Task: Predict the product of the given reaction. (1) Given the reactants [Br:1][C:2]1[CH:3]=[C:4](C(=O)C)[CH:5]=[C:6]([C:9]([F:12])([F:11])[F:10])[C:7]=1O.[CH:16]([O:21][CH3:22])([O:19][CH3:20])OC.[C:23](=[O:26])([O-])[O-].[K+].[K+].I[CH3:30], predict the reaction product. The product is: [Br:1][C:2]1[CH:3]=[C:4]([C:16]([O:19][CH3:20])([O:21][CH3:22])[CH3:30])[CH:5]=[C:6]([C:9]([F:10])([F:11])[F:12])[C:7]=1[O:26][CH3:23]. (2) Given the reactants [CH3:1][C:2]1[CH:7]=[C:6]([CH3:8])[CH:5]=[CH:4][C:3]=1[C:9]#[C:10][CH2:11][CH2:12][C:13]([NH:15][CH2:16][CH2:17][NH:18][C:19](=[O:28])[O:20][CH2:21][C:22]1[CH:27]=[CH:26][CH:25]=[CH:24][CH:23]=1)=[O:14].C1C=CC(I(OC(C(F)(F)F)=O)[O:36]C(C(F)(F)F)=O)=CC=1, predict the reaction product. The product is: [CH3:1][C:2]1[CH:7]=[C:6]([CH3:8])[CH:5]=[CH:4][C:3]=1[C:9]([CH:10]1[CH2:11][CH2:12][C:13](=[O:14])[N:15]1[CH2:16][CH2:17][NH:18][C:19](=[O:28])[O:20][CH2:21][C:22]1[CH:27]=[CH:26][CH:25]=[CH:24][CH:23]=1)=[O:36]. (3) Given the reactants [Si:1]([O:8][CH2:9][C@@H:10]([NH:17][C:18](=[O:24])[O:19][C:20]([CH3:23])([CH3:22])[CH3:21])[C:11](N(OC)C)=[O:12])([C:4]([CH3:7])([CH3:6])[CH3:5])([CH3:3])[CH3:2].[C:25]1([Mg]Br)[CH:30]=[CH:29][CH:28]=[CH:27][CH:26]=1, predict the reaction product. The product is: [Si:1]([O:8][CH2:9][C@@H:10]([NH:17][C:18](=[O:24])[O:19][C:20]([CH3:21])([CH3:22])[CH3:23])[C:11](=[O:12])[C:25]1[CH:30]=[CH:29][CH:28]=[CH:27][CH:26]=1)([C:4]([CH3:5])([CH3:6])[CH3:7])([CH3:2])[CH3:3]. (4) Given the reactants [NH2:1][CH2:2][C:3]1[C:4]([F:21])=[C:5]([O:11][C:12]2[CH:13]=[C:14]([CH:17]=[C:18]([Cl:20])[CH:19]=2)[C:15]#[N:16])[C:6]([CH2:9][CH3:10])=[CH:7][CH:8]=1.[N:22]([C:25]1[NH:26][C:27]([C:31](O)=[O:32])=[C:28]([Cl:30])[N:29]=1)=[N+]=[N-].C(Cl)CCl.C1C=CC2N(O)N=NC=2C=1.C([O-])(O)=O.[Na+], predict the reaction product. The product is: [NH2:22][C:25]1[NH:26][C:27]([C:31]([NH:1][CH2:2][C:3]2[CH:8]=[CH:7][C:6]([CH2:9][CH3:10])=[C:5]([O:11][C:12]3[CH:13]=[C:14]([C:15]#[N:16])[CH:17]=[C:18]([Cl:20])[CH:19]=3)[C:4]=2[F:21])=[O:32])=[C:28]([Cl:30])[N:29]=1. (5) Given the reactants [Cl:1][C:2]1[CH:7]=[CH:6][C:5]([C:8]2[O:16][C:15]3[CH:14]=[CH:13][NH:12][C:11](=[O:17])[C:10]=3[CH:9]=2)=[CH:4][CH:3]=1.Br[C:19]1[CH:20]=[CH:21][C:22]2[N:26]=[C:25]([CH:27]3[CH2:29][CH2:28]3)[N:24]([CH3:30])[C:23]=2[CH:31]=1.CNCCNC.C(=O)([O-])[O-].[K+].[K+], predict the reaction product. The product is: [Cl:1][C:2]1[CH:3]=[CH:4][C:5]([C:8]2[O:16][C:15]3[CH:14]=[CH:13][N:12]([C:19]4[CH:20]=[CH:21][C:22]5[N:26]=[C:25]([CH:27]6[CH2:28][CH2:29]6)[N:24]([CH3:30])[C:23]=5[CH:31]=4)[C:11](=[O:17])[C:10]=3[CH:9]=2)=[CH:6][CH:7]=1. (6) Given the reactants [CH3:1][CH:2]1[CH:8]([CH3:9])[CH2:7][N:6](C(OCC2C=CC=CC=2)=O)[CH2:5][CH2:4][N:3]1[C:20]([O:22][C:23]([CH3:26])([CH3:25])[CH3:24])=[O:21].[H][H], predict the reaction product. The product is: [CH3:9][CH:8]1[CH:2]([CH3:1])[N:3]([C:20]([O:22][C:23]([CH3:25])([CH3:24])[CH3:26])=[O:21])[CH2:4][CH2:5][NH:6][CH2:7]1. (7) Given the reactants [C:1]([O:5][C:6]([CH2:8][CH2:9][C:10]1[C:18](C)=[CH:17][C:13]([C:14]([OH:16])=[O:15])=[CH:12][C:11]=1C)=[O:7])([CH3:4])([CH3:3])[CH3:2].[CH3:21][O:22]C(=O)C1C=CC(O)=CC=1OC, predict the reaction product. The product is: [C:1]([O:5][C:6]([CH2:8][CH2:9][C:10]1[CH:11]=[CH:12][C:13]([C:14]([OH:16])=[O:15])=[C:17]([O:22][CH3:21])[CH:18]=1)=[O:7])([CH3:2])([CH3:3])[CH3:4]. (8) Given the reactants [CH3:1][O:2][C:3]1[CH:4]=[C:5]([CH:9]=[C:10]([O:12][CH3:13])[CH:11]=1)[C:6]([NH2:8])=[O:7].[CH3:14][C:15]([CH:18]=O)([CH3:17])[CH3:16].[NH:20]1[C:24]2[CH:25]=[CH:26][CH:27]=[CH:28][C:23]=2[N:22]=[N:21]1.C1(C)C=CC(S(O)(=O)=O)=CC=1, predict the reaction product. The product is: [N:20]1([CH:18]([NH:8][C:6](=[O:7])[C:5]2[CH:9]=[C:10]([O:12][CH3:13])[CH:11]=[C:3]([O:2][CH3:1])[CH:4]=2)[C:15]([CH3:16])([CH3:17])[CH3:14])[C:24]2[CH:25]=[CH:26][CH:27]=[CH:28][C:23]=2[N:22]=[N:21]1. (9) The product is: [C:6]1([CH2:4][CH2:3][CH2:2][C:12]2[CH:13]=[C:14]3[C:15](=[CH:16][CH:17]=2)[NH:18][C:60]2[C:55]([C:42]([OH:41])=[O:23])=[CH:56][CH:57]=[CH:58][C:59]=2[O:21]3)[CH:11]=[CH:10][CH:9]=[CH:8][CH:7]=1.[OH:41][CH:42]([C:55]1[CH:60]=[CH:59][CH:58]=[CH:57][CH:56]=1)[CH2:43][CH2:44][C:45]1[CH:50]=[C:49]2[C:48](=[CH:47][CH:46]=1)[NH:52][C:11]1[C:6]([C:4]([OH:23])=[O:5])=[CH:7][CH:8]=[CH:9][C:10]=1[O:51]2. Given the reactants O[CH:2]([C:12]1[CH:17]=[CH:16][C:15]([N+:18]([O-])=O)=[C:14]([OH:21])[CH:13]=1)[CH2:3][C:4]([C:6]1[CH:11]=[CH:10][CH:9]=[CH:8][CH:7]=1)=[O:5].[N+](C1C=CC(CCCC2C=CC=CC=2)=CC=1O)([O-])=[O:23].[OH:41][CH:42]([C:55]1[CH:60]=[CH:59][CH:58]=[CH:57][CH:56]=1)[CH2:43][CH2:44][C:45]1[CH:46]=[CH:47][C:48]([N+:52]([O-])=O)=[C:49]([OH:51])[CH:50]=1, predict the reaction product. (10) The product is: [CH2:10]([N:7]1[CH2:8][CH2:9][CH:5]([CH2:4][C:3]([NH:22][OH:23])=[O:19])[C:6]1=[O:18])[C:11]1[CH:12]=[CH:17][CH:16]=[CH:15][CH:14]=1. Given the reactants CO[C:3](=[O:19])[CH2:4][CH:5]1[CH2:9][CH2:8][N:7]([CH2:10][CH2:11][C:12]2[CH:17]=[CH:16][CH:15]=[CH:14]C=2)[C:6]1=[O:18].CO.[NH2:22][O:23][K].C(O)(=O)C, predict the reaction product.